This data is from HIV replication inhibition screening data with 41,000+ compounds from the AIDS Antiviral Screen. The task is: Binary Classification. Given a drug SMILES string, predict its activity (active/inactive) in a high-throughput screening assay against a specified biological target. (1) The drug is CCCCCCCCCCCCC(=O)CCCCC(=O)O. The result is 0 (inactive). (2) The molecule is COc1ccc(NC(=S)NN=Cc2ccc(NC(C)=O)cc2)cc1. The result is 0 (inactive). (3) The result is 0 (inactive). The drug is CCCCCCCCCCCCCCCCCCOCC(O)COP(=O)(O)OCC1OC(n2cc(C)c(=O)[nH]c2=O)CC1N=[N+]=[N-]. (4) The molecule is Cc1ccc(N2CCC3(CC2)OCCO3)cc1. The result is 0 (inactive). (5) The compound is C=C1C(=O)OC2(C)CCC1CC1OC1(C)CCC=C(C)CCC2O. The result is 0 (inactive). (6) The drug is COC(=O)NC12CC3CC(C(C)O1)C2N(Cc1ccccc1)C3. The result is 0 (inactive). (7) The molecule is CCCCCCCC1C(C)c2c([nH]c3ccccc23)C2C(=O)N(c3ccc(OC)cc3)C(=O)C21. The result is 0 (inactive).